From a dataset of Reaction yield outcomes from USPTO patents with 853,638 reactions. Predict the reaction yield, written as a fraction of the theoretical maximum amount of product (1.0 means a 100% yield; for example, 0.34 means a 34% yield). (1) The reactants are [C:1]([C:5]1[NH:6][C:7]2[C:12]([CH:13]=1)=[C:11]([F:14])[C:10]([N+:15]([O-])=O)=[CH:9][CH:8]=2)([CH3:4])([CH3:3])[CH3:2].[BH4-].[Na+].O. The catalyst is CO.Cl[Ni]Cl. The product is [C:1]([C:5]1[NH:6][C:7]2[C:12]([CH:13]=1)=[C:11]([F:14])[C:10]([NH2:15])=[CH:9][CH:8]=2)([CH3:4])([CH3:2])[CH3:3]. The yield is 0.500. (2) The reactants are C(=O)([O-])[O-].[K+].[K+].[N:7]1([S:13]([C:16]2[CH:21]=[CH:20][C:19]([NH:22][C:23](=[O:26])[CH:24]=[CH2:25])=[CH:18][CH:17]=2)(=[O:15])=[O:14])[CH2:12][CH2:11][NH:10][CH2:9][CH2:8]1.I[CH2:28][CH3:29]. The catalyst is CN(C=O)C. The product is [CH2:28]([N:10]1[CH2:9][CH2:8][N:7]([S:13]([C:16]2[CH:17]=[CH:18][C:19]([NH:22][C:23](=[O:26])[CH:24]=[CH2:25])=[CH:20][CH:21]=2)(=[O:14])=[O:15])[CH2:12][CH2:11]1)[CH3:29]. The yield is 0.110. (3) The reactants are [CH3:1][O:2][C:3]1[CH:9]=[C:8]([O:10][C:11]2[CH:12]=[N:13][C:14]([CH2:17][O:18][CH3:19])=[CH:15][CH:16]=2)[CH:7]=[CH:6][C:4]=1[NH2:5].Cl.[N:21]([O-])=O.[Na+].[OH-].[K+].[CH3:27][CH:28](C(=O)C)[C:29]([O:31][CH2:32][CH3:33])=[O:30]. The catalyst is O.C(O)C.C(#N)C. The product is [CH3:1][O:2][C:3]1[CH:9]=[C:8]([O:10][C:11]2[CH:12]=[N:13][C:14]([CH2:17][O:18][CH3:19])=[CH:15][CH:16]=2)[CH:7]=[CH:6][C:4]=1[NH:5][N:21]=[C:28]([CH3:27])[C:29]([O:31][CH2:32][CH3:33])=[O:30]. The yield is 0.440. (4) The product is [OH:6][C@H:5]([CH2:4][OH:3])[CH2:7][CH2:8][NH:9][C:10]([CH:12]1[CH:16]([C:17]2[CH:22]=[CH:21][CH:20]=[C:19]([Cl:23])[C:18]=2[F:24])[C:15]([C:27]2[CH:32]=[CH:31][C:30]([Cl:33])=[CH:29][C:28]=2[F:34])([C:25]#[N:26])[CH:14]([CH2:35][C:36]([CH3:39])([CH3:40])[CH:37]=[CH2:38])[NH:13]1)=[O:11]. The yield is 0.950. The catalyst is O1CCCC1. The reactants are CC1(C)[O:6][C@@H:5]([CH2:7][CH2:8][NH:9][C:10]([CH:12]2[CH:16]([C:17]3[CH:22]=[CH:21][CH:20]=[C:19]([Cl:23])[C:18]=3[F:24])[C:15]([C:27]3[CH:32]=[CH:31][C:30]([Cl:33])=[CH:29][C:28]=3[F:34])([C:25]#[N:26])[CH:14]([CH2:35][C:36]([CH3:40])([CH3:39])[CH:37]=[CH2:38])[NH:13]2)=[O:11])[CH2:4][O:3]1.Cl. (5) The reactants are C([SiH](CC)CC)C.[CH2:8]([O:10][C:11]([C:13]1[NH:14][CH:15]=[C:16]([C:18](=O)[CH2:19][C:20]2[CH:25]=[CH:24][C:23]([Cl:26])=[CH:22][CH:21]=2)[CH:17]=1)=[O:12])[CH3:9]. The catalyst is FC(F)(F)C(O)=O. The product is [CH2:8]([O:10][C:11]([C:13]1[NH:14][CH:15]=[C:16]([CH2:18][CH2:19][C:20]2[CH:21]=[CH:22][C:23]([Cl:26])=[CH:24][CH:25]=2)[CH:17]=1)=[O:12])[CH3:9]. The yield is 0.426.